Predict the product of the given reaction. From a dataset of Forward reaction prediction with 1.9M reactions from USPTO patents (1976-2016). Given the reactants C([O:8][C:9]1[C:10](=[O:79])[N:11]([CH3:78])[C:12]([CH3:77])=[N:13][C:14]=1[C:15]([NH:17][CH2:18][CH2:19][N:20]([CH2:55][CH2:56][NH:57][C:58]([C:60]1[N:65]=[C:64]([CH3:66])[N:63]([CH3:67])[C:62](=[O:68])[C:61]=1[O:69]CC1C=CC=CC=1)=[O:59])[CH2:21][CH:22]([NH:35][C:36]([C:38]1[N:43]=[C:42]([CH3:44])[N:41]([CH3:45])[C:40](=[O:46])[C:39]=1[O:47]CC1C=CC=CC=1)=[O:37])[CH2:23][C:24]1[CH:34]=[CH:33][C:27]([O:28][CH2:29][C:30]([OH:32])=[O:31])=[CH:26][CH:25]=1)=[O:16])C1C=CC=CC=1.Cl, predict the reaction product. The product is: [OH:69][C:61]1[C:62](=[O:68])[N:63]([CH3:67])[C:64]([CH3:66])=[N:65][C:60]=1[C:58]([NH:57][CH2:56][CH2:55][N:20]([CH2:19][CH2:18][NH:17][C:15]([C:14]1[N:13]=[C:12]([CH3:77])[N:11]([CH3:78])[C:10](=[O:79])[C:9]=1[OH:8])=[O:16])[CH2:21][CH:22]([NH:35][C:36]([C:38]1[N:43]=[C:42]([CH3:44])[N:41]([CH3:45])[C:40](=[O:46])[C:39]=1[OH:47])=[O:37])[CH2:23][C:24]1[CH:34]=[CH:33][C:27]([O:28][CH2:29][C:30]([OH:32])=[O:31])=[CH:26][CH:25]=1)=[O:59].